The task is: Predict the product of the given reaction.. This data is from Forward reaction prediction with 1.9M reactions from USPTO patents (1976-2016). (1) Given the reactants C(N(CC)CC)C.[OH:8][C:9]1[CH:14]=[CH:13][C:12]([CH2:15][C:16]([O:18][CH3:19])=[O:17])=[CH:11][C:10]=1[C:20]([F:23])([F:22])[F:21].[F:24][C:25]([F:38])([F:37])[S:26](O[S:26]([C:25]([F:38])([F:37])[F:24])(=[O:28])=[O:27])(=[O:28])=[O:27], predict the reaction product. The product is: [F:23][C:20]([F:21])([F:22])[C:10]1[CH:11]=[C:12]([CH2:15][C:16]([O:18][CH3:19])=[O:17])[CH:13]=[CH:14][C:9]=1[O:8][S:26]([C:25]([F:38])([F:37])[F:24])(=[O:28])=[O:27]. (2) Given the reactants [Br:1][C:2]1[CH:10]=[CH:9][C:5]([C:6]([OH:8])=O)=[CH:4][C:3]=1[C:11]([F:14])([F:13])[F:12].[NH:15]1[CH2:20][CH2:19][O:18][CH2:17][CH2:16]1, predict the reaction product. The product is: [Br:1][C:2]1[CH:10]=[CH:9][C:5]([C:6]([N:15]2[CH2:20][CH2:19][O:18][CH2:17][CH2:16]2)=[O:8])=[CH:4][C:3]=1[C:11]([F:14])([F:13])[F:12]. (3) Given the reactants Cl[C:2]1[C:11]([C:12]#[N:13])=[C:10]([C:14]2[CH:19]=[CH:18][CH:17]=[C:16]([F:20])[CH:15]=2)[C:9]2[C:4](=[CH:5][CH:6]=[C:7]([O:21][CH3:22])[CH:8]=2)[N:3]=1.[OH:23][C@H:24]1[C@H:28]([OH:29])[CH2:27][NH:26][CH2:25]1.C(N(CC)CC)C, predict the reaction product. The product is: [OH:23][C@H:24]1[C@H:28]([OH:29])[CH2:27][N:26]([C:2]2[C:11]([C:12]#[N:13])=[C:10]([C:14]3[CH:19]=[CH:18][CH:17]=[C:16]([F:20])[CH:15]=3)[C:9]3[C:4](=[CH:5][CH:6]=[C:7]([O:21][CH3:22])[CH:8]=3)[N:3]=2)[CH2:25]1. (4) Given the reactants [Cl:1][C:2]1[CH:3]=[CH:4][C:5]([O:12][CH:13]=[CH2:14])=[C:6]([CH:11]=1)[C:7]([O:9][CH3:10])=[O:8].[CH2:15]([Zn]CC)C.FC(F)(F)C(O)=O.C(I)I, predict the reaction product. The product is: [Cl:1][C:2]1[CH:3]=[CH:4][C:5]([O:12][CH:13]2[CH2:15][CH2:14]2)=[C:6]([CH:11]=1)[C:7]([O:9][CH3:10])=[O:8]. (5) Given the reactants [OH-].[Na+].[Br:3][C:4]1[CH:5]=[C:6]([SH:10])[CH:7]=[CH:8][CH:9]=1.Cl[CH2:12][C:13]([OH:15])=[O:14].Cl, predict the reaction product. The product is: [Br:3][C:4]1[CH:5]=[C:6]([S:10][CH2:12][C:13]([OH:15])=[O:14])[CH:7]=[CH:8][CH:9]=1. (6) Given the reactants [NH2:1][C:2]1[NH:7][C:6](=O)[N:5]([CH2:9][CH2:10][CH3:11])[C:4](=[O:12])[C:3]=1[NH:13][C:14]([CH:16]1[CH2:20][CH2:19][CH2:18][CH2:17]1)=O.P(Cl)(Cl)(Cl)(Cl)[Cl:22], predict the reaction product. The product is: [CH:16]1([C:14]2[NH:13][C:3]3[C:4](=[O:12])[N:5]([CH2:9][CH2:10][CH3:11])[C:6]([Cl:22])=[N:7][C:2]=3[N:1]=2)[CH2:20][CH2:19][CH2:18][CH2:17]1. (7) Given the reactants [CH2:1]([O:3][C:4]([C:6]1[NH:7][CH:8]=[CH:9][C:10]=1[CH3:11])=[O:5])[CH3:2].[CH3:12][O:13][C:14]1[CH:15]=[C:16]([CH2:20][C:21](Cl)=[O:22])[CH:17]=[CH:18][CH:19]=1, predict the reaction product. The product is: [CH2:1]([O:3][C:4]([C:6]1[NH:7][CH:8]=[C:9]([C:21](=[O:22])[CH2:20][C:16]2[CH:17]=[CH:18][CH:19]=[C:14]([O:13][CH3:12])[CH:15]=2)[C:10]=1[CH3:11])=[O:5])[CH3:2].